From a dataset of Full USPTO retrosynthesis dataset with 1.9M reactions from patents (1976-2016). Predict the reactants needed to synthesize the given product. (1) Given the product [C:35]([C:32]([C:28]1[CH:27]=[C:26]([CH:31]=[CH:30][CH:29]=1)[C:25]([NH:24][C:19]1[CH:20]=[CH:21][C:22]([CH3:23])=[C:17]([NH:16][C:2]2[C:11]3[C:6](=[CH:7][C:8]([O:14][CH3:15])=[C:9]([O:12][CH3:13])[CH:10]=3)[N:5]=[CH:4][N:3]=2)[CH:18]=1)=[O:37])([CH3:33])[CH3:34])#[N:36], predict the reactants needed to synthesize it. The reactants are: Cl[C:2]1[C:11]2[C:6](=[CH:7][C:8]([O:14][CH3:15])=[C:9]([O:12][CH3:13])[CH:10]=2)[N:5]=[CH:4][N:3]=1.[NH2:16][C:17]1[CH:18]=[C:19]([NH:24][C:25](=[O:37])[C:26]2[CH:31]=[CH:30][CH:29]=[C:28]([C:32]([C:35]#[N:36])([CH3:34])[CH3:33])[CH:27]=2)[CH:20]=[CH:21][C:22]=1[CH3:23]. (2) Given the product [CH2:26]([N:23]([CH2:24][CH3:25])[C:21](=[O:22])[C:18]1[CH:17]=[CH:16][C:15]([C:14]([C:28]2[CH:33]=[CH:32][CH:31]=[CH:30][C:29]=2[NH:34][C:38]2[CH:39]=[CH:40][CH:41]=[C:36]([F:35])[CH:37]=2)=[C:11]2[CH2:10][CH2:9][NH:8][CH2:13][CH2:12]2)=[CH:20][CH:19]=1)[CH3:27], predict the reactants needed to synthesize it. The reactants are: CC(OC([N:8]1[CH2:13][CH2:12][C:11](=[C:14]([C:28]2[CH:33]=[CH:32][CH:31]=[CH:30][C:29]=2[NH2:34])[C:15]2[CH:20]=[CH:19][C:18]([C:21]([N:23]([CH2:26][CH3:27])[CH2:24][CH3:25])=[O:22])=[CH:17][CH:16]=2)[CH2:10][CH2:9]1)=O)(C)C.[F:35][C:36]1[CH:37]=[C:38](I)[CH:39]=[CH:40][CH:41]=1.CC([O-])(C)C.[Na+].C(O)(C(F)(F)F)=O. (3) Given the product [CH:1]1[C:11]2[CH2:10][CH2:9][C:8]3[CH:12]=[CH:13][CH:14]=[CH:15][C:7]=3[C:6](=[CH:16][C:17]3[CH:22]=[CH:21][C:20]([NH:23][S:27]([CH:25]([CH3:26])[CH3:24])(=[O:29])=[O:28])=[CH:19][CH:18]=3)[C:5]=2[CH:4]=[CH:3][CH:2]=1, predict the reactants needed to synthesize it. The reactants are: [CH:1]1[C:11]2[CH2:10][CH2:9][C:8]3[CH:12]=[CH:13][CH:14]=[CH:15][C:7]=3[C:6](=[CH:16][C:17]3[CH:22]=[CH:21][C:20]([NH2:23])=[CH:19][CH:18]=3)[C:5]=2[CH:4]=[CH:3][CH:2]=1.[CH3:24][CH:25]([S:27](Cl)(=[O:29])=[O:28])[CH3:26]. (4) Given the product [Cl:25][C:26]1[CH:33]=[CH:32][C:29]([N:30]([CH3:31])[C:2]2[N:3]=[C:4]([NH:10][C:11]3[CH:16]=[CH:15][C:14]([N:17]4[CH:21]=[C:20]([CH3:22])[N:19]=[CH:18]4)=[C:13]([O:23][CH3:24])[CH:12]=3)[N:5]=[C:6]([O:8][CH3:9])[N:7]=2)=[CH:28][CH:27]=1, predict the reactants needed to synthesize it. The reactants are: Cl[C:2]1[N:7]=[C:6]([O:8][CH3:9])[N:5]=[C:4]([NH:10][C:11]2[CH:16]=[CH:15][C:14]([N:17]3[CH:21]=[C:20]([CH3:22])[N:19]=[CH:18]3)=[C:13]([O:23][CH3:24])[CH:12]=2)[N:3]=1.[Cl:25][C:26]1[CH:33]=[CH:32][C:29]([NH:30][CH3:31])=[CH:28][CH:27]=1. (5) The reactants are: [C:1]12([CH2:11][C:12](Cl)=[O:13])[CH2:10][CH:5]3[CH2:6][CH:7]([CH2:9][CH:3]([CH2:4]3)[CH2:2]1)[CH2:8]2.C(N(CC)CC)C.[S:22]1[CH:26]=[CH:25][CH:24]=[C:23]1[CH2:27][CH2:28][NH2:29]. Given the product [C:1]12([CH2:11][C:12]([NH:29][CH2:28][CH2:27][C:23]3[S:22][CH:26]=[CH:25][CH:24]=3)=[O:13])[CH2:10][CH:5]3[CH2:6][CH:7]([CH2:9][CH:3]([CH2:4]3)[CH2:2]1)[CH2:8]2, predict the reactants needed to synthesize it. (6) Given the product [Br:1][C:2]1[S:3][C:4]([C:8]([NH:33][CH2:32][C:28]2[CH:27]=[N:26][CH:31]=[CH:30][CH:29]=2)=[O:10])=[C:5]([CH3:7])[N:6]=1, predict the reactants needed to synthesize it. The reactants are: [Br:1][C:2]1[S:3][C:4]([C:8]([OH:10])=O)=[C:5]([CH3:7])[N:6]=1.CN1CCOCC1.C(OC(Cl)=O)C(C)C.[N:26]1[CH:31]=[CH:30][CH:29]=[C:28]([CH2:32][NH2:33])[CH:27]=1.